Dataset: Reaction yield outcomes from USPTO patents with 853,638 reactions. Task: Predict the reaction yield, written as a fraction of the theoretical maximum amount of product (1.0 means a 100% yield; for example, 0.34 means a 34% yield). (1) The catalyst is C(Cl)Cl.CCOC(C)=O. The product is [CH2:11]([O:10][CH2:9][CH:8]([O:18][Si:28]([C:31]([CH3:34])([CH3:33])[CH3:32])([CH3:30])[CH3:29])[CH2:7][C:6]([O:5][C:1]([CH3:4])([CH3:2])[CH3:3])=[O:19])[C:12]1[CH:13]=[CH:14][CH:15]=[CH:16][CH:17]=1. The yield is 0.921. The reactants are [C:1]([O:5][C:6](=[O:19])[CH2:7][CH:8]([OH:18])[CH2:9][O:10][CH2:11][C:12]1[CH:17]=[CH:16][CH:15]=[CH:14][CH:13]=1)([CH3:4])([CH3:3])[CH3:2].N1C(C)=CC=CC=1C.[Si:28](OS(C(F)(F)F)(=O)=O)([C:31]([CH3:34])([CH3:33])[CH3:32])([CH3:30])[CH3:29]. (2) The reactants are [CH2:1]([C:3]1[N:4]([C:28]2[CH:33]=[CH:32][C:31]([OH:34])=[CH:30][CH:29]=2)[C:5](=[O:27])[C:6]([CH2:12][C:13]2[CH:18]=[CH:17][C:16]([C:19]3[C:20]([C:25]#[N:26])=[CH:21][CH:22]=[CH:23][CH:24]=3)=[CH:15][CH:14]=2)=[C:7]([CH2:9][CH2:10][CH3:11])[N:8]=1)[CH3:2].[CH2:35]([O:37][CH2:38][CH:39](O)[CH2:40][O:41][CH2:42][CH3:43])[CH3:36].C1(P(C2C=CC=CC=2)C2C=CC=CC=2)C=CC=CC=1.[N:65]([C:66]([O:68]C(C)C)=[O:67])=[N:65][C:66]([O:68]C(C)C)=[O:67]. The catalyst is O1CCCC1.O.C(OCC)(=O)C. The product is [CH2:42]([O:41][CH2:40][CH:39]([CH2:38][O:37][CH2:35][CH3:36])[O:34][C:31]1[CH:32]=[CH:33][C:28]([N:4]2[C:5](=[O:27])[C:6]([CH2:12][C:13]3[CH:18]=[CH:17][C:16]([C:19]4[CH:24]=[CH:23][CH:22]=[CH:21][C:20]=4[C:25]4[NH:65][C:66](=[O:67])[O:68][N:26]=4)=[CH:15][CH:14]=3)=[C:7]([CH2:9][CH2:10][CH3:11])[N:8]=[C:3]2[CH2:1][CH3:2])=[CH:29][CH:30]=1)[CH3:43]. The yield is 0.600. (3) The reactants are [Br:1][C:2]1[CH:3]=[C:4](C=O)[CH:5]=[N:6][C:7]=1[CH3:8].[CH:11](OC)([O:14][CH3:15])[O:12][CH3:13].Cl. The catalyst is CO. The product is [CH3:13][O:12][CH:11]([O:14][CH3:15])[C:4]1[CH:3]=[C:2]([Br:1])[C:7]([CH3:8])=[N:6][CH:5]=1. The yield is 0.520. (4) The reactants are O[CH2:2][CH2:3][N:4]1[CH2:8][CH2:7][CH2:6][C:5]1=[O:9].C1C=CC(P(C2C=CC=CC=2)C2C=CC=CC=2)=CC=1.C(Br)(Br)(Br)[Br:30]. The catalyst is C(Cl)Cl. The product is [Br:30][CH2:2][CH2:3][N:4]1[CH2:8][CH2:7][CH2:6][C:5]1=[O:9]. The yield is 0.650.